The task is: Predict the reactants needed to synthesize the given product.. This data is from Full USPTO retrosynthesis dataset with 1.9M reactions from patents (1976-2016). (1) Given the product [Br:1][C:2]1[CH:7]=[CH:6][C:5]([NH:19][CH3:18])=[C:4]([N+:9]([O-:11])=[O:10])[CH:3]=1, predict the reactants needed to synthesize it. The reactants are: [Br:1][C:2]1[CH:7]=[CH:6][C:5](F)=[C:4]([N+:9]([O-:11])=[O:10])[CH:3]=1.C([O-])([O-])=O.[K+].[K+].[CH3:18][NH2:19]. (2) Given the product [CH2:1]([O:3][C:4](=[O:23])[CH:5]=[CH:6][CH:7]([NH:15][C:16](=[O:18])[CH:33]([NH:32][C:25]([O:27][C:28]([CH3:30])([CH3:29])[CH3:31])=[O:26])[CH2:34][CH:35]([CH3:37])[CH3:36])[CH2:8][CH:9]1[CH2:13][CH2:12][NH:11][C:10]1=[O:14])[CH3:2], predict the reactants needed to synthesize it. The reactants are: [CH2:1]([O:3][C:4](=[O:23])[CH:5]=[CH:6][CH:7]([NH:15][C:16]([O:18]C(C)(C)C)=O)[CH2:8][CH:9]1[CH2:13][CH2:12][NH:11][C:10]1=[O:14])[CH3:2].Cl.[C:25]([NH:32][C@H:33](C(O)=O)[CH2:34][CH:35]([CH3:37])[CH3:36])([O:27][C:28]([CH3:31])([CH3:30])[CH3:29])=[O:26].C(N(CC)CC)C.F[P-](F)(F)(F)(F)F.N1(OC(N(C)C)=[N+](C)C)C2N=CC=CC=2N=N1.